From a dataset of Reaction yield outcomes from USPTO patents with 853,638 reactions. Predict the reaction yield, written as a fraction of the theoretical maximum amount of product (1.0 means a 100% yield; for example, 0.34 means a 34% yield). (1) The reactants are [F:1][C:2]1[CH:39]=[CH:38][C:5]([CH2:6][C@H:7]2[C@H:15]([CH3:16])[O:14][C:13](=[O:17])[C@@H:12]([NH:18][C:19](=[O:29])[C:20]3[C:25]([OH:26])=[C:24]([O:27][CH3:28])[CH:23]=[CH:22][N:21]=3)[CH2:11][CH2:10][O:9][C@@H:8]2[CH2:30][CH2:31][C:32]2[CH:37]=[CH:36][CH:35]=[CH:34][CH:33]=2)=[CH:4][CH:3]=1.CCN(CC)CC.[C:47](Cl)(=[O:49])[CH3:48].[NH4+].[Cl-]. The catalyst is CN(C1C=CN=CC=1)C.C(Cl)Cl. The product is [C:47]([O:26][C:25]1[C:20]([C:19](=[O:29])[NH:18][C@H:12]2[CH2:11][CH2:10][O:9][C@H:8]([CH2:30][CH2:31][C:32]3[CH:37]=[CH:36][CH:35]=[CH:34][CH:33]=3)[C@@H:7]([CH2:6][C:5]3[CH:4]=[CH:3][C:2]([F:1])=[CH:39][CH:38]=3)[C@H:15]([CH3:16])[O:14][C:13]2=[O:17])=[N:21][CH:22]=[CH:23][C:24]=1[O:27][CH3:28])(=[O:49])[CH3:48]. The yield is 0.990. (2) The reactants are [CH3:1][N:2]1[CH2:7][CH:6]=[C:5]([C:8]2[CH:20]=[CH:19][CH:18]=[CH:17][C:9]=2[CH:10]=[C:11]2[CH2:15][CH2:14][NH:13][C:12]2=[O:16])[CH2:4][CH2:3]1.[H][H]. The catalyst is [Pd].CO. The product is [CH3:1][N:2]1[CH2:7][CH2:6][CH:5]([C:8]2[CH:20]=[CH:19][CH:18]=[CH:17][C:9]=2[CH2:10][CH:11]2[CH2:15][CH2:14][NH:13][C:12]2=[O:16])[CH2:4][CH2:3]1. The yield is 0.990. (3) The reactants are [C:1]1([N:7]=[C:8]=[O:9])[CH:6]=[CH:5][CH:4]=[CH:3][CH:2]=1.[NH2:10][C:11]1[CH:12]=[C:13]2[CH2:19][C:18]3([CH:24]4[CH2:25][CH2:26][N:21]([CH2:22][CH2:23]4)[CH2:20]3)[O:17][C:14]2=[N:15][CH:16]=1. The catalyst is O1CCCC1. The product is [C:1]1([NH:7][C:8]([NH:10][C:11]2[CH:12]=[C:13]3[CH2:19][C:18]4([CH:24]5[CH2:23][CH2:22][N:21]([CH2:26][CH2:25]5)[CH2:20]4)[O:17][C:14]3=[N:15][CH:16]=2)=[O:9])[CH:6]=[CH:5][CH:4]=[CH:3][CH:2]=1. The yield is 0.860. (4) The reactants are [ClH:1].O.[NH:3]1[CH2:8][CH2:7][C:6](=O)[CH2:5][CH2:4]1.Cl.[C:11]1([NH:17]N)[CH:16]=[CH:15][CH:14]=[CH:13][CH:12]=1. The catalyst is C(O)C. The product is [ClH:1].[CH2:4]1[C:5]2[C:16]3[CH:15]=[CH:14][CH:13]=[CH:12][C:11]=3[NH:17][C:6]=2[CH2:7][CH2:8][NH:3]1. The yield is 0.880. (5) The reactants are [CH3:1][C:2]([C:5]([C:7]1[CH:8]=[C:9]([CH:14]=[CH:15][C:16]=1[O:17]C1CCCCO1)[C:10]([O:12][CH3:13])=[O:11])=[CH2:6])([CH3:4])[CH3:3].CO.CC1C=CC(S([O-])(=O)=O)=CC=1.C1C=C[NH+]=CC=1. No catalyst specified. The product is [CH3:4][C:2]([C:5]([C:7]1[CH:8]=[C:9]([CH:14]=[CH:15][C:16]=1[OH:17])[C:10]([O:12][CH3:13])=[O:11])=[CH2:6])([CH3:1])[CH3:3]. The yield is 0.815.